From a dataset of Reaction yield outcomes from USPTO patents with 853,638 reactions. Predict the reaction yield, written as a fraction of the theoretical maximum amount of product (1.0 means a 100% yield; for example, 0.34 means a 34% yield). (1) The reactants are [CH:1]([C:4]1[C:5]([O:34][CH2:35][O:36][CH3:37])=[CH:6][C:7]([O:30][CH2:31][O:32][CH3:33])=[C:8]([C:10]2[N:11]([C:16]3[CH:21]=[CH:20][C:19]([CH2:22][N:23]4[CH2:28][CH2:27][N:26]([CH3:29])[CH2:25][CH2:24]4)=[CH:18][CH:17]=3)[C:12](=[S:15])[NH:13][N:14]=2)[CH:9]=1)([CH3:3])[CH3:2].[C:38](=O)([O-])[O-].[K+].[K+].C(O)C.CI. The catalyst is C(OCC)C. The product is [CH:1]([C:4]1[C:5]([O:34][CH2:35][O:36][CH3:37])=[CH:6][C:7]([O:30][CH2:31][O:32][CH3:33])=[C:8]([C:10]2[N:11]([C:16]3[CH:17]=[CH:18][C:19]([CH2:22][N:23]4[CH2:28][CH2:27][N:26]([CH3:29])[CH2:25][CH2:24]4)=[CH:20][CH:21]=3)[C:12]([S:15][CH3:38])=[N:13][N:14]=2)[CH:9]=1)([CH3:3])[CH3:2]. The yield is 0.630. (2) The reactants are N[C:2]1[CH:3]=[C:4]([NH:12][C:13]([C:15]2[C:24](=[O:25])[C:23]3[C:18](=[CH:19][CH:20]=[CH:21][CH:22]=3)[NH:17][CH:16]=2)=[O:14])[CH:5]=[CH:6][C:7]=1[C:8]([CH3:11])([CH3:10])[CH3:9].[C:26](O)(=O)C.C=O.[C:32]([BH3-])#[N:33].[Na+]. The catalyst is C(Cl)Cl.CO.CCOCC. The product is [CH3:26][N:33]([CH3:32])[C:2]1[CH:3]=[C:4]([NH:12][C:13]([C:15]2[C:24](=[O:25])[C:23]3[C:18](=[CH:19][CH:20]=[CH:21][CH:22]=3)[NH:17][CH:16]=2)=[O:14])[CH:5]=[CH:6][C:7]=1[C:8]([CH3:11])([CH3:10])[CH3:9]. The yield is 0.170. (3) The reactants are C(OC([N:8]1[CH2:13][CH2:12][N:11]([C:14]2[S:15][CH:16]=[C:17]([C:19]([O:21][CH3:22])=[O:20])[N:18]=2)[CH2:10][CH2:9]1)=O)(C)(C)C.FC(F)(F)C(O)=O.OC(C(F)(F)F)=O.N1(C2SC=C(C(OC)=O)N=2)CCNCC1.C(N(CC)CC)C.[CH3:59][S:60](Cl)(=[O:62])=[O:61]. The catalyst is C(Cl)Cl. The product is [CH3:59][S:60]([N:8]1[CH2:13][CH2:12][N:11]([C:14]2[S:15][CH:16]=[C:17]([C:19]([O:21][CH3:22])=[O:20])[N:18]=2)[CH2:10][CH2:9]1)(=[O:62])=[O:61]. The yield is 0.980. (4) The reactants are [C:1]([C:9]1[N:10]([CH2:20][C:21]([OH:23])=O)[C:11]([C:14]2[CH:19]=[CH:18][CH:17]=[CH:16][CH:15]=2)=[CH:12][CH:13]=1)(=[O:8])[C:2]1[CH:7]=[CH:6][CH:5]=[CH:4][CH:3]=1.C(N1C=CN=C1)(N1C=CN=C1)=O.Cl.[NH2:37][C:38]([NH2:40])=[NH:39].C(N(CC)CC)C. The product is [NH2:39][C:38](=[NH:37])[NH:40][C:21](=[O:23])[CH2:20][N:10]1[C:11]([C:14]2[CH:19]=[CH:18][CH:17]=[CH:16][CH:15]=2)=[CH:12][CH:13]=[C:9]1[C:1](=[O:8])[C:2]1[CH:7]=[CH:6][CH:5]=[CH:4][CH:3]=1. The catalyst is CN(C=O)C. The yield is 0.580.